Dataset: Reaction yield outcomes from USPTO patents with 853,638 reactions. Task: Predict the reaction yield, written as a fraction of the theoretical maximum amount of product (1.0 means a 100% yield; for example, 0.34 means a 34% yield). (1) The reactants are CO[C:3]([CH2:5][C:6]([CH2:8][C:9]([O:11][CH3:12])=[O:10])=O)=[O:4].[CH:13]1[C:18]([NH:19][NH2:20])=[CH:17][CH:16]=[C:15]([S:21]([NH2:24])(=[O:23])=[O:22])[CH:14]=1.Cl.C(=O)(O)[O-].[Na+]. The yield is 0.520. No catalyst specified. The product is [NH2:24][S:21]([C:15]1[CH:14]=[CH:13][C:18]([N:19]2[C:3](=[O:4])[CH2:5][C:6]([CH2:8][C:9]([O:11][CH3:12])=[O:10])=[N:20]2)=[CH:17][CH:16]=1)(=[O:23])=[O:22]. (2) The reactants are [CH3:1][C:2]1([CH3:18])[C:14]2[CH:13]=[C:12](B(O)O)[CH:11]=[CH:10][C:9]=2[C:8]2[C:3]1=[CH:4][CH:5]=[CH:6][CH:7]=2.[Br:19][C:20]1[CH:25]=[C:24]([Cl:26])[CH:23]=[C:22](Br)[CH:21]=1.C([O-])([O-])=O.[K+].[K+]. The catalyst is C1(C)C=CC=CC=1.O.C1C=CC([P]([Pd]([P](C2C=CC=CC=2)(C2C=CC=CC=2)C2C=CC=CC=2)([P](C2C=CC=CC=2)(C2C=CC=CC=2)C2C=CC=CC=2)[P](C2C=CC=CC=2)(C2C=CC=CC=2)C2C=CC=CC=2)(C2C=CC=CC=2)C2C=CC=CC=2)=CC=1. The product is [Br:19][C:20]1[CH:21]=[C:22]([C:12]2[CH:11]=[CH:10][C:9]3[C:8]4[C:3](=[CH:4][CH:5]=[CH:6][CH:7]=4)[C:2]([CH3:18])([CH3:1])[C:14]=3[CH:13]=2)[CH:23]=[C:24]([Cl:26])[CH:25]=1. The yield is 0.770. (3) The reactants are I[C:2]1[C:3]([C:16]2[CH:21]=[CH:20][CH:19]=[C:18]([N+:22]([O-:24])=[O:23])[CH:17]=2)=[N:4][N:5]([CH2:7][C:8]2[CH:13]=[CH:12][C:11]([O:14][CH3:15])=[CH:10][CH:9]=2)[CH:6]=1.[CH3:25][C:26]1([CH3:33])[C:30]([CH3:32])([CH3:31])[O:29][BH:28][O:27]1.COC1C=CC=C(OC)C=1C1C=CC=CC=1P(C1CCCCC1)C1CCCCC1.C(N(CC)CC)C. The catalyst is C1(C)C=CC=CC=1. The product is [CH3:15][O:14][C:11]1[CH:12]=[CH:13][C:8]([CH2:7][N:5]2[CH:6]=[C:2]([B:28]3[O:29][C:30]([CH3:32])([CH3:31])[C:26]([CH3:33])([CH3:25])[O:27]3)[C:3]([C:16]3[CH:21]=[CH:20][CH:19]=[C:18]([N+:22]([O-:24])=[O:23])[CH:17]=3)=[N:4]2)=[CH:9][CH:10]=1. The yield is 0.800. (4) The reactants are [Li+].C[Si]([N-][Si](C)(C)C)(C)C.[C:11]([O:15][C:16]([N:18]1[CH2:22][CH2:21][CH2:20][C:19]1=[O:23])=[O:17])([CH3:14])([CH3:13])[CH3:12].[CH3:24][C:25]1[CH:32]=[CH:31][C:28]([CH2:29]Br)=[CH:27][CH:26]=1.C1C[O:36]CC1. No catalyst specified. The product is [C:11]([O:15][C:16]([NH:18][CH2:22][CH2:21][CH:20]([CH2:24][C:25]1[CH:32]=[CH:31][C:28]([CH3:29])=[CH:27][CH:26]=1)[C:19]([OH:23])=[O:36])=[O:17])([CH3:14])([CH3:13])[CH3:12]. The yield is 0.490.